This data is from Experimentally validated miRNA-target interactions with 360,000+ pairs, plus equal number of negative samples. The task is: Binary Classification. Given a miRNA mature sequence and a target amino acid sequence, predict their likelihood of interaction. (1) The miRNA is hsa-miR-7107-3p with sequence UGGUCUGUUCAUUCUCUCUUUUUGGCC. The protein sequence of the target gene is MSVEDGGVPGLARPRQARWTLLLFLSTAMYGAHAPFLALCHVDGRVPFRPSSAVLLTELTKLLLCAFSLLVGWQTWPQGTPPWRQAVPFALSALLYGANNNLVIYLQRYMDPSTYQVLSNLKIGSTALLYCLCLGHRLSARQGLALLLLMAAGACYASGGFQEPVNTLPGPASAAGAHPMPLHITPLGLLLLILYCLISGLSSVYTELIMKRQRLPLALQNLFLYTFGVILNFGLYAGSGPGPGFLEGFSGWAVLVVLNQAVNGLLMSAVMKHGSSITRLFIVSCSLVVNAVLSAVLLQL.... Result: 0 (no interaction). (2) The miRNA is hsa-miR-4721 with sequence UGAGGGCUCCAGGUGACGGUGG. The protein sequence of the target gene is MASSVGNVADSTEPTKRMLSFQGLAELAHREYQAGDFEAAERHCMQLWRQEPDNTGVLLLLSSIHFQCRRLDRSAHFSTLAIKQNPLLAEAYSNLGNVYKERGQLQEAIEHYRHALRLKPDFIDGYINLAAALVAAGDMEGAVQAYVSALQYNPDLYCVRSDLGNLLKALGRLEEAKACYLKAIETQPNFAVAWSNLGCVFNAQGEIWLAIHHFEKAVTLDPNFLDAYINLGNVLKEARIFDRAVAAYLRALSLSPNHAVVHGNLACVYYEQGLIDLAIDTYRRAIELQPHFPDAYCNLA.... Result: 1 (interaction). (3) The miRNA is hsa-miR-4662a-5p with sequence UUAGCCAAUUGUCCAUCUUUAG. The protein sequence of the target gene is MILEERPDGAGAGEESPRLQGCDSLTQIQCGQLQSRRAQIHQQIDKELQMRTGAENLYRATSNNRVRETVALELSYVNSNLQLLKEELEELSGGVDPGRHGSEAVTVPMIPLGLKETKELDWSTPLKELISVHFGEDGASYEAEIRELEALRQAMRTPSRNESGLELLTAYYNQLCFLDARFLTPARSLGLFFHWYDSLTGVPAQQRALAFEKGSVLFNIGALHTQIGARQDRSCTEGARRAMEAFQRAAGAFSLLRENFSHAPSPDMSAASLCALEQLMMAQAQECVFEGLSPPASMAP.... Result: 0 (no interaction). (4) The miRNA is rno-miR-96-5p with sequence UUUGGCACUAGCACAUUUUUGCU. Result: 0 (no interaction). The protein sequence of the target gene is MGTPKQPSLAPAHALGLRKSDPGIRSLGSDAGGRRWRPAAQSMFQIPEFEPSEQEDASATDRGLGPSLTEDQPGPYLAPGLLGSNIHQQGRAATNSHHGGAGAMETRSRHSSYPAGTEEDEGMEEELSPFRGRSRSAPPNLWAAQRYGRELRRMSDEFEGSFKGLPRPKSAGTATQMRQSAGWTRIIQSWWDRNLGKGGSTPSQ. (5) Result: 0 (no interaction). The protein sequence of the target gene is MAAASGYTDLREKLKSMTSRDNYKAGSREAAAAAAAAVAAAAAAAAAAEPYPASGTTKRKYQEDSDPERSDYEEHQLQKEEEARKVKSGIRQIRLFSQDECSKIEARIDEVVSRAEKGLYNEHTVDRAPLRNKYFFGEGYTYGAQLQKRGPGQERLYPPGDVDEIPDWVHQLVIQKLVEHRVIPEGFVNSAVINDYQPGGCIVSHVDPIHIFERPIVSVSFFSDSALCFGCKFQFKPIRVSEPVLSLPVRRGSVTVLSGYAADEITHCIRPQDIKERRAVIILRKTRLDAPRLETKSLSS.... The miRNA is hsa-miR-101-3p with sequence UACAGUACUGUGAUAACUGAA. (6) The miRNA is hsa-miR-33b-5p with sequence GUGCAUUGCUGUUGCAUUGC. The protein sequence of the target gene is MRPPGFRNFLLLASSLLFAGLSAVPQSFSPSLRSWPGAACRLSRAESERRCRAPGQPPGAALCHGRGRCDCGVCICHVTEPGMFFGPLCECHEWVCETYDGSTCAGHGKCDCGKCKCDQGWYGDACQYPTNCDLTKKKSNQMCKNSQDIICSNAGTCHCGRCKCDNSDGSGLVYGKFCECDDRECIDDETEEICGGHGKCYCGNCYCKAGWHGDKCEFQCDITPWESKRRCTSPDGKICSNRGTCVCGECTCHDVDPTGDWGDIHGDTCECDERDCRAVYDRYSDDFCSGHGQCNCGRCD.... Result: 1 (interaction). (7) The miRNA is rno-miR-200a-5p with sequence CAUCUUACCGGACAGUGCUGG. The protein sequence of the target gene is MASDLESSLTSIDWLPQLTLRATIEKLGSASQAGPPGGARKCSPGSPTDPNATLSKDEAAVHQDGKPRYSYATLITYAINSSPAKKMTLSEIYRWICDNFPYYKNAGIGWKNSIRHNLSLNKCFRKVPRPRDDPGKGSYWTIDTCPDISRKRRHPPDDDLSQDSPEQEASKSPRGGVPGSGEASLSHEGTPQMSLQSPSSVANYSQGPGSVDGGAVAAGAPGQESTEGAPPLYNTNHDFKFSYSEINFQDLSWSFRNLYKSMLERSSSSQHGFSSLLGDMPPSNNYYVYQQQQQQQPPPQ.... Result: 0 (no interaction).